This data is from Catalyst prediction with 721,799 reactions and 888 catalyst types from USPTO. The task is: Predict which catalyst facilitates the given reaction. (1) Reactant: Br[CH2:2][CH:3]([C:5]1[CH:10]=[CH:9][C:8]([C:11]2[N:15]=[C:14]([C:16]3[C:20]([CH2:21][CH2:22][CH3:23])=[C:19]([C:24]4[CH:29]=[CH:28][CH:27]=[CH:26][CH:25]=4)[O:18][N:17]=3)[O:13][N:12]=2)=[CH:7][CH:6]=1)[OH:4].[CH2:30]1[C@H:33]([C:34]([OH:36])=[O:35])[NH:32][CH2:31]1.C1CCN2C(=NCCC2)CC1. Product: [OH:4][CH:3]([C:5]1[CH:10]=[CH:9][C:8]([C:11]2[N:15]=[C:14]([C:16]3[C:20]([CH2:21][CH2:22][CH3:23])=[C:19]([C:24]4[CH:29]=[CH:28][CH:27]=[CH:26][CH:25]=4)[O:18][N:17]=3)[O:13][N:12]=2)=[CH:7][CH:6]=1)[CH2:2][N:32]1[CH2:31][CH2:30][C@@H:33]1[C:34]([OH:36])=[O:35]. The catalyst class is: 16. (2) Product: [Br:1][C:2]1[C:11]2[C:6](=[CH:7][C:8]([C:12]3[O:13][C:14]4[CH:26]=[CH:25][CH:24]=[CH:23][C:15]=4[C:16]=3[C:17](=[O:22])[CH2:18][CH2:19][CH2:20][CH3:21])=[CH:9][CH:10]=2)[CH:5]=[CH:4][C:3]=1[O:27][CH2:28][C:29]([OH:31])=[O:30]. Reactant: [Br:1][C:2]1[C:11]2[C:6](=[CH:7][C:8]([C:12]3[O:13][C:14]4[CH:26]=[CH:25][CH:24]=[CH:23][C:15]=4[C:16]=3[C:17](=[O:22])[CH2:18][CH2:19][CH2:20][CH3:21])=[CH:9][CH:10]=2)[CH:5]=[CH:4][C:3]=1[O:27][CH2:28][C:29]([O:31]CC)=[O:30].[OH-].[Na+]. The catalyst class is: 8.